Dataset: Full USPTO retrosynthesis dataset with 1.9M reactions from patents (1976-2016). Task: Predict the reactants needed to synthesize the given product. (1) Given the product [N:13]1([C:9]2[CH:8]=[C:7]([CH:12]=[CH:11][CH:10]=2)[O:6][CH:4]([CH3:5])[C:3]([OH:18])=[O:2])[CH:17]=[N:16][N:15]=[N:14]1, predict the reactants needed to synthesize it. The reactants are: C[O:2][C:3](=[O:18])[CH:4]([O:6][C:7]1[CH:12]=[CH:11][CH:10]=[C:9]([N:13]2[CH:17]=[N:16][N:15]=[N:14]2)[CH:8]=1)[CH3:5].[Li+].[OH-].O1CCOCC1. (2) The reactants are: [S:1]1[C:5]2[CH:6]=[CH:7][C:8]([CH2:10]OS(C)(=O)=O)=[CH:9][C:4]=2[CH:3]=[CH:2]1.[F:16][C:17]1[C:22]([F:23])=[CH:21][CH:20]=[CH:19][C:18]=1[C:24]1[N:32]=[C:27]2[CH:28]=[N:29][NH:30][CH:31]=[C:26]2[N:25]=1. Given the product [CH:2]1[S:1][CH:5]=[CH:6][C:7]2[C:3]=1[CH:4]=[CH:9][C:8]=2[CH2:10][C:31]1[NH:30][N:29]=[CH:28][C:27]2=[N:32][C:24]([C:18]3[CH:19]=[CH:20][CH:21]=[C:22]([F:23])[C:17]=3[F:16])=[N:25][C:26]=12, predict the reactants needed to synthesize it. (3) Given the product [CH2:1]([O:3][C:4](=[O:24])[CH2:5][O:6][C:7]1[CH:12]=[CH:11][CH:10]=[C:9]([NH:13][C:14]([C:15]2[CH:20]=[C:19]([C:30]3[CH:29]=[CH:28][CH:27]=[C:26]([F:25])[CH:31]=3)[CH:18]=[CH:17][C:16]=2[F:22])=[O:23])[CH:8]=1)[CH3:2], predict the reactants needed to synthesize it. The reactants are: [CH2:1]([O:3][C:4](=[O:24])[CH2:5][O:6][C:7]1[CH:12]=[CH:11][CH:10]=[C:9]([NH:13][C:14](=[O:23])[C:15]2[CH:20]=[C:19](Br)[CH:18]=[CH:17][C:16]=2[F:22])[CH:8]=1)[CH3:2].[F:25][C:26]1[CH:27]=[C:28](B(O)O)[CH:29]=[CH:30][CH:31]=1. (4) Given the product [ClH:20].[ClH:36].[Cl:20][C:21]1[CH:26]=[C:25]([C:2]2[N:6]=[C:5]([N:7]3[CH2:8][CH2:9][NH:10][CH2:11][CH2:12]3)[S:4][N:3]=2)[CH:24]=[CH:23][CH:22]=1, predict the reactants needed to synthesize it. The reactants are: Br[C:2]1[N:6]=[C:5]([N:7]2[CH2:12][CH2:11][N:10](C(OC(C)(C)C)=O)[CH2:9][CH2:8]2)[S:4][N:3]=1.[Cl:20][C:21]1[CH:22]=[C:23](B(O)O)[CH:24]=[CH:25][CH:26]=1.C([O-])([O-])=O.[Na+].[Na+].[ClH:36].O1CCOCC1. (5) The reactants are: [CH3:1][S:2]([C:5]1[CH:10]=[CH:9][C:8]([C:11]2[N:19]3[C:14]([CH:15]=[N:16][C:17](O)=[N:18]3)=[CH:13][CH:12]=2)=[CH:7][CH:6]=1)(=[O:4])=[O:3].[N:21]1[CH:26]=[CH:25][CH:24]=[C:23]([C:27]2[CH:32]=[CH:31][C:30]([NH2:33])=[CH:29][CH:28]=2)[CH:22]=1. Given the product [CH3:1][S:2]([C:5]1[CH:10]=[CH:9][C:8]([C:11]2[N:19]3[C:14]([CH:15]=[N:16][C:17]([NH:33][C:30]4[CH:29]=[CH:28][C:27]([C:23]5[CH:22]=[N:21][CH:26]=[CH:25][CH:24]=5)=[CH:32][CH:31]=4)=[N:18]3)=[CH:13][CH:12]=2)=[CH:7][CH:6]=1)(=[O:4])=[O:3], predict the reactants needed to synthesize it. (6) Given the product [Si:14]([O:13][C@@H:10]1[CH2:11][CH2:12][N:8]([C:5]2[N:6]=[N:7][C:2]([Cl:1])=[CH:3][CH:4]=2)[CH2:9]1)([C:17]([CH3:20])([CH3:19])[CH3:18])([CH3:16])[CH3:15], predict the reactants needed to synthesize it. The reactants are: [Cl:1][C:2]1[N:7]=[N:6][C:5]([N:8]2[CH2:12][CH2:11][C@@H:10]([OH:13])[CH2:9]2)=[CH:4][CH:3]=1.[Si:14](Cl)([C:17]([CH3:20])([CH3:19])[CH3:18])([CH3:16])[CH3:15].